From a dataset of Peptide-MHC class II binding affinity with 134,281 pairs from IEDB. Regression. Given a peptide amino acid sequence and an MHC pseudo amino acid sequence, predict their binding affinity value. This is MHC class II binding data. (1) The peptide sequence is YGGSWKLEGRWDGEE. The MHC is DRB5_0101 with pseudo-sequence DRB5_0101. The binding affinity (normalized) is 0.414. (2) The peptide sequence is YRSLQPEEFAVVDLS. The MHC is HLA-DQA10301-DQB10302 with pseudo-sequence HLA-DQA10301-DQB10302. The binding affinity (normalized) is 0.383. (3) The peptide sequence is AFLLLGLAGNSSPSA. The MHC is HLA-DQA10101-DQB10501 with pseudo-sequence HLA-DQA10101-DQB10501. The binding affinity (normalized) is 0.204. (4) The peptide sequence is DYIDAYVSRLLDD. The MHC is DRB5_0101 with pseudo-sequence DRB5_0101. The binding affinity (normalized) is 0.134. (5) The peptide sequence is YFIMAYVNQAHHIQL. The MHC is DRB1_1302 with pseudo-sequence DRB1_1302. The binding affinity (normalized) is 1.00.